The task is: Predict the reactants needed to synthesize the given product.. This data is from Full USPTO retrosynthesis dataset with 1.9M reactions from patents (1976-2016). (1) Given the product [Cl:1][C:2]1[CH:7]=[CH:6][C:5]([CH:8]([C:38]2[CH:39]=[CH:40][C:41]([Cl:44])=[CH:42][CH:43]=2)[C:9]2[CH:10]=[C:11]3[C:16](=[CH:17][CH:18]=2)[N:15]=[CH:14][N:13]=[C:12]3[NH:19][CH:20]2[CH2:21][CH2:22][N:23]([S:26]([C:29]3[CH:37]=[CH:36][C:32]([C:33]([O:35][CH2:47][O:46][C:45]([O:49][CH:50]([CH3:52])[CH3:51])=[O:53])=[O:34])=[CH:31][CH:30]=3)(=[O:27])=[O:28])[CH2:24][CH2:25]2)=[CH:4][CH:3]=1, predict the reactants needed to synthesize it. The reactants are: [Cl:1][C:2]1[CH:7]=[CH:6][C:5]([CH:8]([C:38]2[CH:43]=[CH:42][C:41]([Cl:44])=[CH:40][CH:39]=2)[C:9]2[CH:10]=[C:11]3[C:16](=[CH:17][CH:18]=2)[N:15]=[CH:14][N:13]=[C:12]3[NH:19][CH:20]2[CH2:25][CH2:24][N:23]([S:26]([C:29]3[CH:37]=[CH:36][C:32]([C:33]([OH:35])=[O:34])=[CH:31][CH:30]=3)(=[O:28])=[O:27])[CH2:22][CH2:21]2)=[CH:4][CH:3]=1.[C:45](=[O:53])([O:49][CH:50]([CH3:52])[CH3:51])[O:46][CH2:47]Cl. (2) Given the product [F:1][C:2]1[CH:20]=[C:19]([F:21])[CH:18]=[CH:17][C:3]=1[CH2:4][N:5]1[C:9]2=[CH:10][N:11]=[C:12]([C:14]([NH:25][O:24][CH3:23])=[O:15])[CH:13]=[C:8]2[CH:7]=[CH:6]1, predict the reactants needed to synthesize it. The reactants are: [F:1][C:2]1[CH:20]=[C:19]([F:21])[CH:18]=[CH:17][C:3]=1[CH2:4][N:5]1[C:9]2=[CH:10][N:11]=[C:12]([C:14](O)=[O:15])[CH:13]=[C:8]2[CH:7]=[CH:6]1.Cl.[CH3:23][O:24][NH2:25]. (3) Given the product [NH:1]1[C:5]2[N:6]=[CH:7][CH:8]=[C:9]([CH:10]=[O:32])[C:4]=2[CH:3]=[CH:2]1, predict the reactants needed to synthesize it. The reactants are: [NH:1]1[C:5]2[N:6]=[CH:7][CH:8]=[C:9]([C:10]#N)[C:4]=2[CH:3]=[CH:2]1.CC(C[Al]CC(C)C)C.CC(C[AlH]CC(C)C)C.Cl.C([O-])(O)=[O:32].[Na+]. (4) Given the product [CH2:43]([O:50][C:51](=[O:63])[C@@H:52]([NH:55][C:56]([O:58][C:59]([CH3:62])([CH3:61])[CH3:60])=[O:57])[CH2:53][O:42][C:34]1[C:35]([N+:39]([O-:41])=[O:40])=[CH:36][CH:37]=[CH:38][C:33]=1[Cl:32])[C:44]1[CH:45]=[CH:46][CH:47]=[CH:48][CH:49]=1, predict the reactants needed to synthesize it. The reactants are: C1(P(C2C=CC=CC=2)C2C=CC=CC=2)C=CC=CC=1.N(C(OCC)=O)=NC(OCC)=O.[Cl:32][C:33]1[CH:38]=[CH:37][CH:36]=[C:35]([N+:39]([O-:41])=[O:40])[C:34]=1[OH:42].[CH2:43]([O:50][C:51](=[O:63])[C@@H:52]([NH:55][C:56]([O:58][C:59]([CH3:62])([CH3:61])[CH3:60])=[O:57])[CH2:53]O)[C:44]1[CH:49]=[CH:48][CH:47]=[CH:46][CH:45]=1.